From a dataset of Reaction yield outcomes from USPTO patents with 853,638 reactions. Predict the reaction yield, written as a fraction of the theoretical maximum amount of product (1.0 means a 100% yield; for example, 0.34 means a 34% yield). (1) The reactants are C([O:8][C:9]1[CH:18]=[C:17]2[C:12]([C:13]([O:19][C:20]3[CH:25]=[CH:24][C:23]([NH:26][C:27]([C:29]4[S:30][CH:31]=[CH:32][CH:33]=4)=[O:28])=[CH:22][CH:21]=3)=[CH:14][CH:15]=[N:16]2)=[CH:11][C:10]=1[O:34][CH3:35])C1C=CC=CC=1.C1(SC)C=CC=CC=1. The catalyst is C(O)(C(F)(F)F)=O. The product is [OH:8][C:9]1[CH:18]=[C:17]2[C:12]([C:13]([O:19][C:20]3[CH:25]=[CH:24][C:23]([NH:26][C:27]([C:29]4[S:30][CH:31]=[CH:32][CH:33]=4)=[O:28])=[CH:22][CH:21]=3)=[CH:14][CH:15]=[N:16]2)=[CH:11][C:10]=1[O:34][CH3:35]. The yield is 0.850. (2) The reactants are [H-].[Na+].[C:3]([C:5]1[C:10]([C:11]2[NH:15][CH:14]=[C:13]([CH2:16][N:17]([CH3:25])[C:18](=[O:24])[O:19][C:20]([CH3:23])([CH3:22])[CH3:21])[C:12]=2[F:26])=[CH:9][CH:8]=[CH:7][N:6]=1)#[N:4].C1OCCOCCOCCOCCOC1.[F:42][C:43]1[CH:44]=[C:45]([S:49](Cl)(=[O:51])=[O:50])[CH:46]=[CH:47][CH:48]=1. The catalyst is O1CCCC1.O. The product is [C:3]([C:5]1[C:10]([C:11]2[N:15]([S:49]([C:45]3[CH:46]=[CH:47][CH:48]=[C:43]([F:42])[CH:44]=3)(=[O:51])=[O:50])[CH:14]=[C:13]([CH2:16][N:17]([CH3:25])[C:18](=[O:24])[O:19][C:20]([CH3:22])([CH3:23])[CH3:21])[C:12]=2[F:26])=[CH:9][CH:8]=[CH:7][N:6]=1)#[N:4]. The yield is 0.910. (3) The reactants are [N:1]1(C(OC(C)(C)C)=O)[CH2:6][CH2:5][CH:4]([C:7]([O:9][CH2:10][N:11]2[C:16](=[O:17])[CH2:15][CH2:14][CH:13]([N:18]3[CH2:26][C:25]4[C:20](=[CH:21][CH:22]=[C:23]([CH2:27][NH:28][C:29]([NH:31][C:32]5[CH:37]=[CH:36][C:35]([CH3:38])=[C:34]([Cl:39])[CH:33]=5)=[O:30])[CH:24]=4)[C:19]3=[O:40])[C:12]2=[O:41])=[O:8])[CH2:3][CH2:2]1.Cl. The catalyst is CCOCC. The product is [ClH:39].[NH:1]1[CH2:6][CH2:5][CH:4]([C:7]([O:9][CH2:10][N:11]2[C:16](=[O:17])[CH2:15][CH2:14][CH:13]([N:18]3[CH2:26][C:25]4[C:20](=[CH:21][CH:22]=[C:23]([CH2:27][NH:28][C:29]([NH:31][C:32]5[CH:37]=[CH:36][C:35]([CH3:38])=[C:34]([Cl:39])[CH:33]=5)=[O:30])[CH:24]=4)[C:19]3=[O:40])[C:12]2=[O:41])=[O:8])[CH2:3][CH2:2]1. The yield is 1.05.